From a dataset of Experimentally validated miRNA-target interactions with 360,000+ pairs, plus equal number of negative samples. Binary Classification. Given a miRNA mature sequence and a target amino acid sequence, predict their likelihood of interaction. (1) The miRNA is hsa-miR-1182 with sequence GAGGGUCUUGGGAGGGAUGUGAC. The protein sequence of the target gene is MHYYRYSNAKVSCWYKYLLFSYNIIFWLAGVVFLGVGLWAWSEKGVLSDLTKVTRMHGIDPVVLVLMVGVVMFTLGFAGCVGALRENICLLNFFCGTIVLIFFLELAVAVLAFLFQDWVRDRFREFFESNIKSYRDDIDLQNLIDSLQKANQCCGAYGPEDWDLNVYFNCSGASYSREKCGVPFSCCVPDPAQKVVNTQCGYDVRIQLKSKWDESIFTKGCIQALESWLPRNIYIVAGVFIAISLLQIFGIFLARTLISDIEAVKAGHHF. Result: 0 (no interaction). (2) The miRNA is hsa-miR-195-5p with sequence UAGCAGCACAGAAAUAUUGGC. The protein sequence of the target gene is MDTDLYDEFGNYIGPELDSDEDDDELGRETKDLDEMDDDDDDDDVGDHDDDHPGMEVVLHEDKKYYPTAEEVYGPEVETIVQEEDTQPLTEPIIKPVKTKKFTLMEQTLPVTVYEMDFLADLMDNSELIRNVTLCGHLHHGKTCFVDCLIEQTHPEIRKRYDQDLCYTDILFTEQERGVGIKSTPVTVVLPDTKGKSYLFNIMDTPGHVNFSDEVTAGLRISDGVVLFIDAAEGVMLNTERLIKHAVQERLAVTVCINKIDRLILELKLPPTDAYYKLRHIVDEVNGLISMYSTDENLIL.... Result: 1 (interaction). (3) The miRNA is mmu-miR-493-3p with sequence UGAAGGUCCUACUGUGUGCCAGG. The protein sequence of the target gene is MYVTMMMTDQIPLELPPLLNGEVAMMPHLVNGEAAQQVILVQVNPGETFTIRAEDGTLQCIQGPAEVPMMSPNGSIPPIHVPPGYISQVIEDSTGVRRVVVTPQSPECYPPSYPSAMSPTHHLPPYLTHHPHFIQNSHTAYYPPVTVPGDMPPQFFPQPHLPPTIYSEPEIIPLYGMSSYVTREDQYSKPPHKKLKDRQIDRQNRLNSPPSTIYKNSCATVYNGYGKGHSGGSSGGGGGGSGGGPGIKKTERRARSSPKSSDSDLQEYELEVKRVQDILSGIEKPQVSNIQARAVVLSWA.... Result: 0 (no interaction). (4) The miRNA is mmu-miR-6996-5p with sequence UGCACAGGACAGAGCACAGUC. The protein sequence of the target gene is MAAAAVSSAKRSLRGELKQRLRAMSAEERLRQSRVLSQKVIAHSEYQKSKRISIFLSMQDEIETEEIIKDIFQRGKICFIPRYRFQSNHMDMVRIESPEEISLLPKTSWNIPQPGEGDVREEALSTGGLDLIFMPGLGFDKHGNRLGRGKGYYDAYLKRCLQHQEVKPYTLALAFKEQICLQVPVNENDMKVDEVLYEDSSTA. Result: 0 (no interaction).